Binary Classification. Given a miRNA mature sequence and a target amino acid sequence, predict their likelihood of interaction. From a dataset of Experimentally validated miRNA-target interactions with 360,000+ pairs, plus equal number of negative samples. (1) Result: 0 (no interaction). The protein sequence of the target gene is MFNMKILVIPLFWGLVTGYKGNSSDSSAPRLLLVSFDGFRADYLKSYDLPHLQNFIKEGVLVEHVKNVFITKTFPNHYSIVTGLYEESHGIVANSMYDSVTKKHFSESNDKDPFWWNGAEPIWVTNQLQENRSSAAAMWPGTDVPIHNITASYFMNYSSSVSFKERLGNVTTWLSSSNPPVTFAALYWEEPDVSGHKYGPEDKENMRRVLKEVDDLIGDIVLKLKVLGLWDSLNVIITSDHGMAQCSKNRLIDLDSCIDRSNYSVIDLTPVAAILPKINVTEVYDKLKRCNPHMNVYLKE.... The miRNA is hsa-miR-372-5p with sequence CCUCAAAUGUGGAGCACUAUUCU. (2) The miRNA is rno-miR-103-3p with sequence AGCAGCAUUGUACAGGGCUAUGA. The protein sequence of the target gene is MSANFKMNHKRDQQKSTNVVYQAHHVSRNKRGQVVGTRGGFRGCTVWLTGLSGAGKTTISFALEEYLVSHAIPCYSLDGDNVRHGLNKNLGFSAGDREENIRRIAEVARLFADAGLVCITSFISPFAKDRENARKIHESAGLPFFEIFVDAPLNICESRDVKGLYKRARAGEIKGFTGIDSDYEKPETPECVLKTNLSSVSDCVQQVVELLQEQNIVPHTTIKGIHELFVPENKVDQIRAEAETLPSLPITKLDLQWVQILSEGWATPLKGFMREKEYLQTLHFDTLLDGVVPRDGVINM.... Result: 0 (no interaction). (3) The miRNA is hsa-miR-543 with sequence AAACAUUCGCGGUGCACUUCUU. The protein sequence of the target gene is MGPPSASPHRECIPWQGLLLTASLLNFWNPPTTAKLTIESMPLSVAEGKEVLLLVHNLPQHLFGYSWYKGERVDGNSLIVGYVIGTQQATPGAAYSGRETIYTNASLLIQNVTQNDIGFYTLQVIKSDLVNEEATGQFHVYQENAPGLPVGAVAGIVTGVLVGVALVAALVCFLLLAKTGRTSIQRDLKEQQPQALAPGRGPSHSSAFSMSPLSTAQAPLPNPRTAASIYEELLKHDTNIYCRMDHKAEVAS. Result: 0 (no interaction). (4) The miRNA is hsa-miR-25-5p with sequence AGGCGGAGACUUGGGCAAUUG. The protein sequence of the target gene is MGNEASYQTELCNHFDQEEIRRLGKSFRKLDLDKSGSLSIEEFMRLPELQQNPLVGRVIDIFDTDGNGEVDFHEFIVGTSQFSVKGDEEQKLRFAFRIYDMDNDGFISNGELFQVLKMMVGNNLKDWQLQQLVDKSILVLDKDGDGRISFEEFSDVVKTMEIHKKLVVFVEHGQEDLKA. Result: 0 (no interaction). (5) The miRNA is hsa-miR-4743-3p with sequence UUUCUGUCUUUUCUGGUCCAG. The protein sequence of the target gene is MAVLARQLQRLLWTACKKKEREKEGREEEEEEEAGRRAPEGPRSLLTAPRRAQRPHGGAEASGGLRFGASAAQGWRARMEDAHCTWLSLPGLPPGWALFAVLDGHGGARAARFGARHLPGHVLQELGPEPSEPEGVREALRRAFLSADERLRSLWPRVETGGCTAVVLLVSPRFLYLAHCGDSRAVLSRAGAVAFSTEDHRPLRPRERERIHAAGGTIRRRRVEGSLAVSRALGDFTYKEAPGRPPELQLVSAEPEVAALARQAEDEFMLLASDGVWDTVSGAALAGLVASRLRLGLAPE.... Result: 1 (interaction). (6) The miRNA is hsa-miR-99a-5p with sequence AACCCGUAGAUCCGAUCUUGUG. The protein sequence of the target gene is MAADEVAGGARKATKSKLFEFLVHGVRPGMPSGARMPHQGAPMGPPGSPYMGSPAVRPGLAPAGMEPARKRAAPPPGQSQAQSQGQPVPTAPARSRSAKRRKMADKILPQRIRELVPESQAYMDLLAFERKLDQTIMRKRVDIQEALKRPMKQKRKLRLYISNTFNPAKPDAEDSDGSIASWELRVEGKLLDDPSKQKRKFSSFFKSLVIELDKDLYGPDNHLVEWHRTPTTQETDGFQVKRPGDLSVRCTLLLMLDYQPPQFKLDPRLARLLGLHTQSRSAIVQALWQYVKTNRLQDSH.... Result: 0 (no interaction). (7) The miRNA is hsa-miR-378a-5p with sequence CUCCUGACUCCAGGUCCUGUGU. The protein sequence of the target gene is MAGLWLGLVWQKLLLWGAASALSLAGASLVLSLLQRVASYARKWQQMRPIPTVARAYPLVGHALLMKPDGREFFQQIIEYTEEYRHMPLLKLWVGPVPMVALYNAENVEVILTSSKQIDKSSMYKFLEPWLGLGLLTSTGNKWRSRRKMLTPTFHFTILEDFLDIMNEQANILVKKLEKHINQEAFNCFFYITLCALDIICETAMGKNIGAQSNDDSEYVRAVYRMSEMIFRRIKMPWLWLDLWYLMFKEGWEHKKSLQILHTFTNSVIAERANEMNANEDCRGDGRGSAPSKNKRRAFL.... Result: 1 (interaction).